From a dataset of Reaction yield outcomes from USPTO patents with 853,638 reactions. Predict the reaction yield, written as a fraction of the theoretical maximum amount of product (1.0 means a 100% yield; for example, 0.34 means a 34% yield). (1) The reactants are Br[CH2:2][C:3]#[N:4].C(N(C(C)C)C(C)C)C.[C:14]([O:18][C:19]([NH:21][C@@H:22]([CH2:26][S:27][S:28][C:29]([CH3:32])([CH3:31])[CH3:30])[C:23]([OH:25])=[O:24])=[O:20])([CH3:17])([CH3:16])[CH3:15].[Cl-].[NH4+]. The catalyst is CN(C=O)C. The product is [C:14]([O:18][C:19]([NH:21][C@@H:22]([CH2:26][S:27][S:28][C:29]([CH3:32])([CH3:31])[CH3:30])[C:23]([O:25][CH2:2][C:3]#[N:4])=[O:24])=[O:20])([CH3:17])([CH3:16])[CH3:15]. The yield is 0.950. (2) The reactants are [C:1](OC(=O)C)(=[O:3])[CH3:2].[CH3:8][O:9][C:10]1[CH:11]=[C:12]([C:16]([C:18]2[CH:23]=[C:22]([C:24]3([C:29]4[CH:34]=[CH:33][C:32]([Cl:35])=[CH:31][CH:30]=4)[O:28][CH2:27][CH2:26][O:25]3)[CH:21]=[CH:20][C:19]=2[NH2:36])=[O:17])[CH:13]=[CH:14][CH:15]=1. The catalyst is C1(C)C=CC=CC=1. The product is [CH3:8][O:9][C:10]1[CH:11]=[C:12]([CH:13]=[CH:14][CH:15]=1)[C:16]([C:18]1[CH:23]=[C:22]([C:24]2([C:29]3[CH:30]=[CH:31][C:32]([Cl:35])=[CH:33][CH:34]=3)[O:28][CH2:27][CH2:26][O:25]2)[CH:21]=[CH:20][C:19]=1[NH:36][C:1](=[O:3])[CH3:2])=[O:17]. The yield is 1.00. (3) The reactants are [CH:1]([C:4]1[CH:13]=[C:12]([O:14][CH3:15])[C:11]([N+:16]([O-:18])=[O:17])=[CH:10][C:5]=1[O:6][CH2:7][C:8]#[N:9])([CH3:3])[CH3:2].CC(O[CH:24]([N:28]([CH3:30])C)[N:25](C)C)(C)C.Cl.[NH2:32]C1C=CC=CC=1.C(=O)(O)O.NC(N)=N. The catalyst is CCO.CN1C(=O)CCC1. The product is [CH:1]([C:4]1[CH:13]=[C:12]([O:14][CH3:15])[C:11]([N+:16]([O-:18])=[O:17])=[CH:10][C:5]=1[O:6][C:7]1[C:24]([NH2:25])=[N:28][C:30]([NH2:32])=[N:9][CH:8]=1)([CH3:3])[CH3:2]. The yield is 0.630. (4) The reactants are [BrH:1].C(Cl)(Cl)=S.Br[C:7]1[C:16]([N:17]=[C:18]=[S:19])=[CH:15][CH:14]=[C:13]2[C:8]=1[N:9]=[CH:10][CH:11]=[N:12]2. The catalyst is O. The product is [Br:1][C:16]1([N:17]=[C:18]=[S:19])[CH:15]=[CH:14][C:13]2[N:12]=[CH:11][CH:10]=[N:9][C:8]=2[CH2:7]1. The yield is 0.900. (5) The catalyst is CO.[Pd]. The product is [O:1]1[CH2:6][CH2:5][CH:4]([C:7]2[C:8]([O:13][C@H:14]3[CH2:15][CH2:16][C@H:17]([C:20]4[NH:21][C:22]5[CH:28]=[CH:27][CH:26]=[CH:25][C:23]=5[N:24]=4)[CH2:18][CH2:19]3)=[N:9][CH:10]=[CH:11][CH:12]=2)[CH2:3][CH2:2]1.[O:1]1[CH2:6][CH2:5][CH:4]([C:7]2[C:8]([O:13][C@@H:14]3[CH2:15][CH2:16][C@H:17]([C:20]4[NH:21][C:22]5[CH:28]=[CH:27][CH:26]=[CH:25][C:23]=5[N:24]=4)[CH2:18][CH2:19]3)=[N:9][CH:10]=[CH:11][CH:12]=2)[CH2:3][CH2:2]1. The reactants are [O:1]1[CH2:6][CH:5]=[C:4]([C:7]2[C:8]([O:13][CH:14]3[CH2:19][CH2:18][CH:17]([C:20]4[NH:24][C:23]5[CH:25]=[CH:26][CH:27]=[CH:28][C:22]=5[N:21]=4)[CH2:16][CH2:15]3)=[N:9][CH:10]=[CH:11][CH:12]=2)[CH2:3][CH2:2]1. The yield is 0.650. (6) The reactants are [CH3:1][O:2][C:3]1[CH:8]=[CH:7][C:6]([CH2:9][C:10]([CH3:15])([N+:12]([O-])=O)[CH3:11])=[CH:5][CH:4]=1. The catalyst is [Pd].CO. The product is [CH3:1][O:2][C:3]1[CH:8]=[CH:7][C:6]([CH2:9][C:10]([CH3:15])([NH2:12])[CH3:11])=[CH:5][CH:4]=1. The yield is 0.880. (7) The reactants are C[O:2][C:3](=[O:27])[CH2:4][CH2:5][CH2:6][CH2:7][CH2:8][S:9]([C:11]1[CH:16]=[CH:15][C:14]([N:17]([CH2:19][C:20]2[CH:25]=[CH:24][C:23]([Cl:26])=[CH:22][CH:21]=2)[CH3:18])=[CH:13][CH:12]=1)=[O:10].NO.[OH-].[K+].CO. The catalyst is C1COCC1. The product is [Cl:26][C:23]1[CH:24]=[CH:25][C:20]([CH2:19][N:17]([CH3:18])[C:14]2[CH:13]=[CH:12][C:11]([S:9]([CH2:8][CH2:7][CH2:6][CH2:5][CH2:4][C:3]([OH:27])=[O:2])=[O:10])=[CH:16][CH:15]=2)=[CH:21][CH:22]=1. The yield is 0.530. (8) The reactants are [C:1]1([C:7]2[C:15]3[C:10](=[N:11][CH:12]=[CH:13][CH:14]=3)[NH:9][CH:8]=2)[CH:6]=[CH:5][CH:4]=[CH:3][CH:2]=1.CC(C)([O-])C.[K+].[F:22][C:23]1[CH:42]=[CH:41][C:26]([CH2:27][NH:28][C:29]([C:31]2[CH:36]=[CH:35][C:34]([S:37](Cl)(=[O:39])=[O:38])=[CH:33][CH:32]=2)=[O:30])=[CH:25][CH:24]=1. The catalyst is CN(C=O)C. The product is [F:22][C:23]1[CH:24]=[CH:25][C:26]([CH2:27][NH:28][C:29](=[O:30])[C:31]2[CH:36]=[CH:35][C:34]([S:37]([N:9]3[C:10]4=[N:11][CH:12]=[CH:13][CH:14]=[C:15]4[C:7]([C:1]4[CH:2]=[CH:3][CH:4]=[CH:5][CH:6]=4)=[CH:8]3)(=[O:38])=[O:39])=[CH:33][CH:32]=2)=[CH:41][CH:42]=1. The yield is 0.180.